This data is from Reaction yield outcomes from USPTO patents with 853,638 reactions. The task is: Predict the reaction yield, written as a fraction of the theoretical maximum amount of product (1.0 means a 100% yield; for example, 0.34 means a 34% yield). The reactants are [CH2:1]([O:3][C:4]1[CH:5]=[C:6]([N:10]2[CH2:18][CH2:17][C:12]3([NH:16][CH2:15][CH2:14][CH2:13]3)[CH2:11]2)[CH:7]=[N:8][CH:9]=1)[CH3:2].C=O.[C:21](=O)(O)[O-].[Na+]. The catalyst is C(O)=O. The product is [CH3:21][N:16]1[C:12]2([CH2:17][CH2:18][N:10]([C:6]3[CH:7]=[N:8][CH:9]=[C:4]([O:3][CH2:1][CH3:2])[CH:5]=3)[CH2:11]2)[CH2:13][CH2:14][CH2:15]1. The yield is 0.893.